From a dataset of Reaction yield outcomes from USPTO patents with 853,638 reactions. Predict the reaction yield, written as a fraction of the theoretical maximum amount of product (1.0 means a 100% yield; for example, 0.34 means a 34% yield). (1) The reactants are [CH:1]([NH:4][C:5]1[O:6][CH:7]=[C:8]([C:10]([OH:12])=O)[N:9]=1)([CH3:3])[CH3:2].C1N=CN(C(N2C=NC=C2)=O)C=1.[NH2:25][C:26]1[C:31]([Cl:32])=[C:30]([O:33][CH3:34])[CH:29]=[CH:28][C:27]=1[C:35](=[O:37])[CH3:36].CS(O)(=O)=O.C([O-])([O-])=O.[K+].[K+]. The catalyst is C(Cl)Cl. The product is [C:35]([C:27]1[C:26]([NH:25][C:10]([C:8]2[N:9]=[C:5]([NH:4][CH:1]([CH3:2])[CH3:3])[O:6][CH:7]=2)=[O:12])=[C:31]([Cl:32])[C:30]([O:33][CH3:34])=[CH:29][CH:28]=1)(=[O:37])[CH3:36]. The yield is 0.220. (2) The reactants are Cl.O1CCO[CH2:4][CH2:3]1.[Cl:8][C:9]1[C:17]2[C:16]([N:18]3[CH2:23][CH2:22][CH2:21][CH:20]([NH:24][C:25](=O)[O:26]C(C)(C)C)[CH2:19]3)=[N:15][C:14]([NH:32][C:33]3[CH:34]=[N:35][N:36]([CH3:38])[CH:37]=3)=[N:13][C:12]=2[NH:11][CH:10]=1.C(Cl)(=O)C=C. The catalyst is CO. The product is [Cl:8][C:9]1[C:17]2[C:16]([N:18]3[CH2:23][CH2:22][CH2:21][C@@H:20]([NH:24][C:25](=[O:26])[CH:3]=[CH2:4])[CH2:19]3)=[N:15][C:14]([NH:32][C:33]3[CH:34]=[N:35][N:36]([CH3:38])[CH:37]=3)=[N:13][C:12]=2[NH:11][CH:10]=1. The yield is 0.690. (3) The product is [ClH:36].[NH:19]1[CH2:20][CH2:21][CH2:22][CH:18]1[C:16]1[CH:15]=[CH:14][N:13]=[C:12]([C:4]2[S:5][C:6]3[CH:11]=[CH:10][CH:9]=[CH:8][C:7]=3[C:2](=[O:1])[N:3]=2)[CH:17]=1. The yield is 0.310. The catalyst is C(OCC)(=O)C. The reactants are [O:1]=[C:2]1[C:7]2[CH:8]=[CH:9][CH:10]=[CH:11][C:6]=2[S:5][C:4]([C:12]2[CH:17]=[C:16]([CH:18]3[CH2:22][CH2:21][CH2:20][N:19]3C(OC(C)(C)C)=O)[CH:15]=[CH:14][N:13]=2)=[N:3]1.C(OCC)(=O)C.[ClH:36]. (4) The reactants are [OH:1][C:2]1[CH:19]=[CH:18][C:5]2[NH:6][C:7]([CH2:12][C:13]([O:15][CH2:16][CH3:17])=[O:14])=[N:8][S:9](=[O:11])(=[O:10])[C:4]=2[CH:3]=1.[N+:20]([O-])([OH:22])=[O:21].[N+]([O-])(O)=O.C(O)(=O)C. The catalyst is C(O)(=O)C.O. The product is [OH:1][C:2]1[CH:19]=[CH:18][C:5]2[NH:6][C:7]([CH2:12][C:13]([O:15][CH2:16][CH3:17])=[O:14])=[N:8][S:9](=[O:11])(=[O:10])[C:4]=2[C:3]=1[N+:20]([O-:22])=[O:21]. The yield is 0.410. (5) The reactants are [F:1][C:2]([F:7])([F:6])[C:3]([OH:5])=[O:4].[F:8][C:9]([F:14])([F:13])[C:10]([OH:12])=[O:11].[Cl:15][C:16]1[CH:17]=[N:18][C:19]2[NH:20][C:21]3[CH:22]=[CH:23][CH:24]=[C:25]([CH:47]=3)[CH2:26][CH2:27][C:28]3[CH:36]=[C:32]([NH:33][C:34]=1[N:35]=2)[CH:31]=[CH:30][C:29]=3[NH:37][C:38](=[O:46])[CH2:39][CH:40]1[CH2:45][CH2:44][NH:43][CH2:42][CH2:41]1.[N:48]1[CH:53]=[CH:52][N:51]=[CH:50][C:49]=1[C:54](Cl)=[O:55]. No catalyst specified. The product is [F:1][C:2]([F:7])([F:6])[C:3]([OH:5])=[O:4].[F:8][C:9]([F:14])([F:13])[C:10]([OH:12])=[O:11].[Cl:15][C:16]1[CH:17]=[N:18][C:19]2[NH:20][C:21]3[CH:22]=[CH:23][CH:24]=[C:25]([CH:47]=3)[CH2:26][CH2:27][C:28]3[CH:36]=[C:32]([NH:33][C:34]=1[N:35]=2)[CH:31]=[CH:30][C:29]=3[NH:37][C:38](=[O:46])[CH2:39][CH:40]1[CH2:45][CH2:44][N:43]([C:54]([C:49]2[CH:50]=[N:51][CH:52]=[CH:53][N:48]=2)=[O:55])[CH2:42][CH2:41]1. The yield is 0.360. (6) The reactants are [C:1]([O:5][C:6]([NH:8][CH:9]([C:13]1[CH:18]=[CH:17][CH:16]=[C:15]([Cl:19])[CH:14]=1)[C:10]([OH:12])=O)=[O:7])([CH3:4])([CH3:3])[CH3:2].CN1CCOCC1.Cl.[CH3:28][C:29]1([NH2:32])[CH2:31][CH2:30]1. The catalyst is C1COCC1. The product is [C:1]([O:5][C:6](=[O:7])[NH:8][CH:9]([C:13]1[CH:18]=[CH:17][CH:16]=[C:15]([Cl:19])[CH:14]=1)[C:10](=[O:12])[NH:32][C:29]1([CH3:28])[CH2:31][CH2:30]1)([CH3:2])([CH3:3])[CH3:4]. The yield is 0.440. (7) The reactants are [Br:1][C:2]1[CH:7]=[C:6](F)[CH:5]=[CH:4][C:3]=1[N+:9]([O-:11])=[O:10].[CH3:12][N:13]1[CH2:18][CH2:17][NH:16][CH2:15][CH2:14]1.O. The catalyst is CCOC(C)=O. The product is [Br:1][C:2]1[CH:7]=[C:6]([N:16]2[CH2:17][CH2:18][N:13]([CH3:12])[CH2:14][CH2:15]2)[CH:5]=[CH:4][C:3]=1[N+:9]([O-:11])=[O:10]. The yield is 0.450. (8) The catalyst is CCO.C(OCC)(=O)C.O.Cl. The yield is 0.390. The product is [Br:21][C:18]1[CH:19]=[CH:20][C:15]([NH:14][C:13]2[C:5]([C:3]([OH:4])=[O:2])=[CH:6][C:7]3[NH:11][CH:10]=[N:9][C:8]=3[C:12]=2[F:23])=[C:16]([Cl:22])[CH:17]=1. The reactants are C[O:2][C:3]([C:5]1[C:13]([NH:14][C:15]2[CH:20]=[CH:19][C:18]([Br:21])=[CH:17][C:16]=2[Cl:22])=[C:12]([F:23])[C:8]2[N:9]=[CH:10][NH:11][C:7]=2[CH:6]=1)=[O:4].[OH-].[Na+]. (9) No catalyst specified. The reactants are [N:1]1([CH:5]2[CH2:8][N:7]([C:9]([C:11]3[CH:12]=[C:13]([CH:26]=[CH:27][C:28]=3[F:29])[CH2:14][C:15]3[C:24]4[C:19](=[CH:20][CH:21]=[CH:22][CH:23]=4)[C:18](=[O:25])[NH:17][N:16]=3)=[O:10])[CH2:6]2)[CH2:4][CH2:3][CH2:2]1.[ClH:30]. The product is [ClH:30].[N:1]1([CH:5]2[CH2:8][N:7]([C:9]([C:11]3[CH:12]=[C:13]([CH:26]=[CH:27][C:28]=3[F:29])[CH2:14][C:15]3[C:24]4[C:19](=[CH:20][CH:21]=[CH:22][CH:23]=4)[C:18](=[O:25])[NH:17][N:16]=3)=[O:10])[CH2:6]2)[CH2:4][CH2:3][CH2:2]1. The yield is 0.820. (10) The reactants are [F:1][C:2]1[CH:7]=[C:6]([N+:8]([O-])=O)[CH:5]=[C:4]([F:11])[C:3]=1[N:12]1[CH2:17][CH2:16][CH:15]([C:18]2[CH:23]=[CH:22][CH:21]=[CH:20][CH:19]=2)[CH2:14][CH2:13]1.[Cl-].[NH4+].CCO.C1COCC1. The catalyst is [Fe].O. The product is [F:1][C:2]1[CH:7]=[C:6]([CH:5]=[C:4]([F:11])[C:3]=1[N:12]1[CH2:13][CH2:14][CH:15]([C:18]2[CH:23]=[CH:22][CH:21]=[CH:20][CH:19]=2)[CH2:16][CH2:17]1)[NH2:8]. The yield is 0.960.